The task is: Regression. Given a peptide amino acid sequence and an MHC pseudo amino acid sequence, predict their binding affinity value. This is MHC class I binding data.. This data is from Peptide-MHC class I binding affinity with 185,985 pairs from IEDB/IMGT. The MHC is Mamu-B52 with pseudo-sequence Mamu-B52. The peptide sequence is VHNVYVKF. The binding affinity (normalized) is 0.537.